Dataset: Full USPTO retrosynthesis dataset with 1.9M reactions from patents (1976-2016). Task: Predict the reactants needed to synthesize the given product. (1) Given the product [C:1]([C:5]1[N:10]=[C:9]([O:11][CH2:12][CH3:13])[C:8]([C:14]2[N:15]([C:35]([N:47]3[CH2:46][CH2:45][N:44]([CH2:43][CH2:42][O:41][CH2:40][CH2:39][OH:38])[CH2:49][CH2:48]3)=[O:36])[C@@:16]([C:28]3[CH:29]=[CH:30][C:31]([Cl:34])=[CH:32][CH:33]=3)([CH3:27])[C@@:17]([C:20]3[CH:25]=[CH:24][C:23]([Cl:26])=[CH:22][CH:21]=3)([CH3:19])[N:18]=2)=[CH:7][N:6]=1)([CH3:2])([CH3:4])[CH3:3], predict the reactants needed to synthesize it. The reactants are: [C:1]([C:5]1[N:10]=[C:9]([O:11][CH2:12][CH3:13])[C:8]([C:14]2[N:15]([C:35](Cl)=[O:36])[C:16]([C:28]3[CH:33]=[CH:32][C:31]([Cl:34])=[CH:30][CH:29]=3)([CH3:27])[C:17]([C:20]3[CH:25]=[CH:24][C:23]([Cl:26])=[CH:22][CH:21]=3)([CH3:19])[N:18]=2)=[CH:7][N:6]=1)([CH3:4])([CH3:3])[CH3:2].[OH:38][CH2:39][CH2:40][O:41][CH2:42][CH2:43][N:44]1[CH2:49][CH2:48][NH:47][CH2:46][CH2:45]1. (2) Given the product [CH3:1][C:2]1[CH:3]=[C:4]2[C:5]3=[C:6]([O:7][CH:8]([C:15]4[CH:16]=[CH:17][CH:18]=[CH:19][CH:20]=4)[CH2:9][N:10]3[C:26]3[CH2:27][CH2:28][N:23]([CH3:22])[CH2:24][C:25]2=3)[CH:21]=1, predict the reactants needed to synthesize it. The reactants are: [CH3:1][C:2]1[CH:3]=[CH:4][C:5]2[N:10](N=C(C)C)[CH2:9][CH:8]([C:15]3[CH:20]=[CH:19][CH:18]=[CH:17][CH:16]=3)[O:7][C:6]=2[CH:21]=1.[CH3:22][N:23]1[CH2:28][CH2:27][CH2:26][CH2:25][C:24]1=O.OS(O)(=O)=O. (3) The reactants are: C(OC(C(F)(F)F)=O)(C(F)(F)F)=O.[Br:14][C:15]1[C:16]([C:27]2[S:28][CH2:29][C:30](O)([C:32]([F:35])([F:34])[F:33])[N:31]=2)=[CH:17][C:18]([NH:21][C:22]([NH:24][CH2:25][CH3:26])=[O:23])=[N:19][CH:20]=1. Given the product [Br:14][C:15]1[C:16]([C:27]2[S:28][CH:29]=[C:30]([C:32]([F:34])([F:33])[F:35])[N:31]=2)=[CH:17][C:18]([NH:21][C:22]([NH:24][CH2:25][CH3:26])=[O:23])=[N:19][CH:20]=1, predict the reactants needed to synthesize it.